Dataset: Reaction yield outcomes from USPTO patents with 853,638 reactions. Task: Predict the reaction yield, written as a fraction of the theoretical maximum amount of product (1.0 means a 100% yield; for example, 0.34 means a 34% yield). (1) The reactants are C1(C(C2C=CC=CC=2)(C2C=CC=CC=2)[N:8]2[CH:16]=[N:15][C:14]3[C:13](=[O:17])[NH:12][C:11]([NH2:18])=[N:10][C:9]2=3)C=CC=CC=1.[CH3:31][O:32][C:33]1[CH:38]=[CH:37][C:36]([O:39][CH2:40][CH2:41][O:42][CH2:43]Cl)=[CH:35][CH:34]=1.CCO. The catalyst is CN(C=O)C. The product is [CH3:31][O:32][C:33]1[CH:38]=[CH:37][C:36]([O:39][CH2:40][CH2:41][O:42][CH2:43][N:15]2[C:14]3[C:13](=[O:17])[NH:12][C:11]([NH2:18])=[N:10][C:9]=3[N:8]=[CH:16]2)=[CH:35][CH:34]=1. The yield is 0.820. (2) The catalyst is C(Cl)Cl. The reactants are [CH2:1]([N:8]1[C:16]2[C:11](=[CH:12][CH:13]=[CH:14][CH:15]=2)[C:10]([C:17]([OH:19])=O)=[CH:9]1)[C:2]1[CH:7]=[CH:6][CH:5]=[CH:4][CH:3]=1.C(Cl)(=O)C(Cl)=O.[Cl:26][C:27]1[CH:28]=[C:29]([CH2:34][C:35]([O:37][CH3:38])=[O:36])[CH:30]=[CH:31][C:32]=1[NH2:33].C(N(CC)CC)C. The product is [CH2:1]([N:8]1[C:16]2[C:11](=[CH:12][CH:13]=[CH:14][CH:15]=2)[C:10]([C:17]([NH:33][C:32]2[CH:31]=[CH:30][C:29]([CH2:34][C:35]([O:37][CH3:38])=[O:36])=[CH:28][C:27]=2[Cl:26])=[O:19])=[CH:9]1)[C:2]1[CH:3]=[CH:4][CH:5]=[CH:6][CH:7]=1. The yield is 0.980. (3) The reactants are [Cl:1][C:2]1[CH:7]=[C:6]([Cl:8])[CH:5]=[CH:4][C:3]=1[S:9][C:10]1[CH:11]=[CH:12][C:13](=[O:16])[NH:14][N:15]=1.C(OO)(=[O:19])C.C(O)(=O)C.[OH2:26]. No catalyst specified. The product is [Cl:1][C:2]1[CH:7]=[C:6]([Cl:8])[CH:5]=[CH:4][C:3]=1[S:9]([C:10]1[CH:11]=[CH:12][C:13](=[O:16])[NH:14][N:15]=1)(=[O:19])=[O:26]. The yield is 0.370. (4) The reactants are C(N(CC)CC)C.[F:8][C:9]1[CH:17]=[C:16]([F:18])[CH:15]=[C:14]([F:19])[C:10]=1[C:11](Cl)=[O:12].Cl.Cl.[NH2:22][CH2:23][C:24]1[C:25]([C:36]2[CH:41]=[CH:40][N:39]=[CH:38][CH:37]=2)=[C:26]([C:29]2[CH:34]=[CH:33][C:32]([F:35])=[CH:31][CH:30]=2)[NH:27][CH:28]=1.O. The catalyst is O1CCCC1. The product is [F:35][C:32]1[CH:31]=[CH:30][C:29]([C:26]2[NH:27][CH:28]=[C:24]([CH2:23][NH:22][C:11](=[O:12])[C:10]3[C:9]([F:8])=[CH:17][C:16]([F:18])=[CH:15][C:14]=3[F:19])[C:25]=2[C:36]2[CH:41]=[CH:40][N:39]=[CH:38][CH:37]=2)=[CH:34][CH:33]=1. The yield is 0.380. (5) The reactants are [F:1][C:2]1[CH:3]=[C:4]([C:8]2[S:9][C:10]([NH:14][CH3:15])=[C:11]([CH3:13])[N:12]=2)[CH:5]=[N:6][CH:7]=1.[N:16]([CH:19]1[CH2:21][CH2:20]1)=[C:17]=[S:18]. The catalyst is O1CCOCC1. The product is [CH:19]1([NH:16][C:17](=[S:18])[N:14]([C:10]2[S:9][C:8]([C:4]3[CH:5]=[N:6][CH:7]=[C:2]([F:1])[CH:3]=3)=[N:12][C:11]=2[CH3:13])[CH3:15])[CH2:21][CH2:20]1. The yield is 0.730. (6) The reactants are [C:1]([C:3]1[CH:4]=[N:5][CH:6]=[CH:7][CH:8]=1)#[CH:2].[CH3:9][C:10]1([CH3:17])[C:14]([CH3:16])([CH3:15])[O:13][BH:12][O:11]1. The catalyst is C1(C)C=CC=CC=1. The product is [CH3:9][C:10]1([CH3:17])[C:14]([CH3:16])([CH3:15])[O:13][B:12](/[CH:2]=[CH:1]/[C:3]2[CH:4]=[N:5][CH:6]=[CH:7][CH:8]=2)[O:11]1. The yield is 0.500. (7) The reactants are [CH3:1][C:2]([CH3:19])([CH:17]=[O:18])[CH2:3][N:4]1[CH2:9][CH2:8][N:7]([C:10]([O:12][C:13]([CH3:16])([CH3:15])[CH3:14])=[O:11])[CH2:6][CH2:5]1.[BH4-].[Na+]. The catalyst is C(O)(C)C. The product is [OH:18][CH2:17][C:2]([CH3:19])([CH3:1])[CH2:3][N:4]1[CH2:9][CH2:8][N:7]([C:10]([O:12][C:13]([CH3:16])([CH3:15])[CH3:14])=[O:11])[CH2:6][CH2:5]1. The yield is 0.830. (8) The reactants are C(O)C.C(OC(=O)[NH:10][C:11]1[CH:16]=[C:15]([CH:17]([S:26]([C:29]2[CH:34]=[CH:33][C:32]([Cl:35])=[CH:31][CH:30]=2)(=[O:28])=[O:27])[C:18]2[CH:23]=[C:22]([F:24])[CH:21]=[CH:20][C:19]=2[F:25])[C:14]([F:36])=[CH:13][N:12]=1)(C)(C)C.Cl.C(=O)(O)[O-].[Na+]. The catalyst is C(OCC)(=O)C. The product is [Cl:35][C:32]1[CH:31]=[CH:30][C:29]([S:26]([CH:17]([C:18]2[CH:23]=[C:22]([F:24])[CH:21]=[CH:20][C:19]=2[F:25])[C:15]2[C:14]([F:36])=[CH:13][N:12]=[C:11]([NH2:10])[CH:16]=2)(=[O:27])=[O:28])=[CH:34][CH:33]=1. The yield is 0.810. (9) The reactants are [NH:1]1[CH:5]=[CH:4][CH:3]=[C:2]1[C:6]([OH:8])=[O:7].[N+](=[CH2:11])=[N-].C(O)(=O)C. The catalyst is C(OCC)C. The product is [CH3:11][O:7][C:6]([C:2]1[NH:1][CH:5]=[CH:4][CH:3]=1)=[O:8]. The yield is 0.880. (10) The reactants are [F:1][C:2]1[CH:31]=[CH:30][C:5]([O:6][C:7]2[CH:8]=[C:9]([NH:13][C:14]([C:16]3([CH3:29])[CH2:21][CH2:20][N:19](C(OC(C)(C)C)=O)[CH2:18][CH2:17]3)=[O:15])[CH:10]=[CH:11][CH:12]=2)=[CH:4][CH:3]=1.Cl. The catalyst is O1CCOCC1. The product is [F:1][C:2]1[CH:31]=[CH:30][C:5]([O:6][C:7]2[CH:8]=[C:9]([NH:13][C:14]([C:16]3([CH3:29])[CH2:17][CH2:18][NH:19][CH2:20][CH2:21]3)=[O:15])[CH:10]=[CH:11][CH:12]=2)=[CH:4][CH:3]=1. The yield is 0.560.